Dataset: Catalyst prediction with 721,799 reactions and 888 catalyst types from USPTO. Task: Predict which catalyst facilitates the given reaction. (1) Reactant: [CH2:1]([N:8]1[C:17]2[C:12](=[C:13]([N+:22]([O-])=O)[C:14]([F:21])=[C:15]([F:20])[C:16]=2[O:18][CH3:19])[C:11](=[O:25])[C:10]([C:26]([O:28][CH2:29][CH3:30])=[O:27])=[CH:9]1)[C:2]1[CH:7]=[CH:6][CH:5]=[CH:4][CH:3]=1. Product: [NH2:22][C:13]1[C:14]([F:21])=[C:15]([F:20])[C:16]([O:18][CH3:19])=[C:17]2[C:12]=1[C:11](=[O:25])[C:10]([C:26]([O:28][CH2:29][CH3:30])=[O:27])=[CH:9][N:8]2[CH2:1][C:2]1[CH:7]=[CH:6][CH:5]=[CH:4][CH:3]=1. The catalyst class is: 409. (2) Reactant: [CH3:1][O:2][C:3]1[CH:4]=[C:5]2[C:10](=[CH:11][C:12]=1[O:13][CH3:14])[N:9]=[CH:8][N:7]=[C:6]2[CH:15]1[CH2:20][CH2:19][NH:18][CH2:17][CH2:16]1.[N:21]([C:24]1[CH:29]=[CH:28][C:27]([C:30]([F:33])([F:32])[F:31])=[CH:26][CH:25]=1)=[C:22]=[O:23]. Product: [F:31][C:30]([F:32])([F:33])[C:27]1[CH:26]=[CH:25][C:24]([NH:21][C:22]([N:18]2[CH2:19][CH2:20][CH:15]([C:6]3[C:5]4[C:10](=[CH:11][C:12]([O:13][CH3:14])=[C:3]([O:2][CH3:1])[CH:4]=4)[N:9]=[CH:8][N:7]=3)[CH2:16][CH2:17]2)=[O:23])=[CH:29][CH:28]=1. The catalyst class is: 3. (3) Reactant: CCN(CC)CC.[F:8][C:9]([F:30])([F:29])[C:10]1[CH:11]=[C:12]([CH2:16][CH2:17][CH2:18][CH2:19][C:20]2[N:28]=[CH:27][CH:26]=[CH:25][C:21]=2[C:22]([OH:24])=O)[CH:13]=[CH:14][CH:15]=1.[NH2:31][CH2:32][C:33]1[S:34][CH:35]=[CH:36][CH:37]=1.CN(C(ON1N=NC2C=CC=NC1=2)=[N+](C)C)C.F[P-](F)(F)(F)(F)F. Product: [S:34]1[CH:35]=[CH:36][CH:37]=[C:33]1[CH2:32][NH:31][C:22]([C:21]1[C:20]([CH2:19][CH2:18][CH2:17][CH2:16][C:12]2[CH:13]=[CH:14][CH:15]=[C:10]([C:9]([F:8])([F:30])[F:29])[CH:11]=2)=[N:28][CH:27]=[CH:26][CH:25]=1)=[O:24]. The catalyst class is: 1. (4) Reactant: C(OC([N:8]1[CH2:12][C@H:11]([O:13][C:14]2[C:23]3[C:18](=[CH:19][C:20]([O:24][CH3:25])=[CH:21][CH:22]=3)[N:17]=[C:16]([C:26]3[CH:31]=[CH:30][CH:29]=[CH:28][CH:27]=3)[CH:15]=2)[CH2:10][C@H:9]1[C:32](=[O:63])[NH:33][C@:34]1([C:39]([NH:41][S:42]([C:45]2[CH:50]=[CH:49][CH:48]=[CH:47][C:46]=2[NH:51][C:52](=[O:62])[CH2:53][CH2:54][CH2:55][CH2:56][CH2:57][CH2:58][C:59]([OH:61])=[O:60])(=[O:44])=[O:43])=[O:40])[CH2:36][C@H:35]1[CH:37]=[CH2:38])=O)(C)(C)C.C(O)(C(F)(F)F)=O. Product: [CH3:25][O:24][C:20]1[CH:19]=[C:18]2[C:23]([C:14]([O:13][C@H:11]3[CH2:12][NH:8][C@H:9]([C:32]([NH:33][C@:34]4([C:39]([NH:41][S:42]([C:45]5[CH:50]=[CH:49][CH:48]=[CH:47][C:46]=5[NH:51][C:52]([CH2:53][CH2:54][CH2:55][CH2:56][CH2:57][CH2:58][C:59]([OH:61])=[O:60])=[O:62])(=[O:44])=[O:43])=[O:40])[CH2:36][C@H:35]4[CH:37]=[CH2:38])=[O:63])[CH2:10]3)=[CH:15][C:16]([C:26]3[CH:27]=[CH:28][CH:29]=[CH:30][CH:31]=3)=[N:17]2)=[CH:22][CH:21]=1. The catalyst class is: 2. (5) Reactant: [C:1]([O:4]C(=O)C)(=[O:3])[CH3:2].[F:8][C:9]1[CH:10]=[C:11]([C:19]2[C:20]([CH3:34])=[CH:21][C:22]([O:25][CH2:26][C:27]([CH3:33])([CH3:32])[C:28]([O:30][CH3:31])=[O:29])=[N:23][CH:24]=2)[CH:12]=[CH:13][C:14]=1[C:15](=[NH:18])[NH:16]O. Product: [C:1]([OH:4])(=[O:3])[CH3:2].[C:15]([C:14]1[CH:13]=[CH:12][C:11]([C:19]2[C:20]([CH3:34])=[CH:21][C:22]([O:25][CH2:26][C:27]([CH3:32])([CH3:33])[C:28]([O:30][CH3:31])=[O:29])=[N:23][CH:24]=2)=[CH:10][C:9]=1[F:8])(=[NH:16])[NH2:18]. The catalyst class is: 15. (6) Reactant: [OH-].[Na+].C([O:10][C:11](=[O:34])[C:12]1[CH:17]=[CH:16][C:15]([O:18][CH2:19][C:20]2[CH:25]=[CH:24][CH:23]=[CH:22][CH:21]=2)=[CH:14][C:13]=1[O:26][CH2:27][C:28]1[CH:33]=[CH:32][CH:31]=[CH:30][CH:29]=1)C1C=CC=CC=1.Cl. The catalyst class is: 5. Product: [CH2:27]([O:26][C:13]1[CH:14]=[C:15]([O:18][CH2:19][C:20]2[CH:25]=[CH:24][CH:23]=[CH:22][CH:21]=2)[CH:16]=[CH:17][C:12]=1[C:11]([OH:34])=[O:10])[C:28]1[CH:29]=[CH:30][CH:31]=[CH:32][CH:33]=1. (7) Reactant: Br[CH2:2][C:3](=O)[C:4]([O:6][CH2:7][CH3:8])=[O:5].[NH2:10][C:11]1[S:12][C:13]2[CH:19]=[CH:18][CH:17]=[CH:16][C:14]=2[N:15]=1. Product: [N:10]1[C:3]([C:4]([O:6][CH2:7][CH3:8])=[O:5])=[CH:2][N:15]2[C:14]3[CH:16]=[CH:17][CH:18]=[CH:19][C:13]=3[S:12][C:11]=12. The catalyst class is: 3. (8) Reactant: Br[C:2]1[CH:7]=[CH:6][CH:5]=[CH:4][C:3]=1[CH:8]([O:12][CH2:13][CH3:14])[O:9][CH2:10][CH3:11].C([Li])CCC.[Br:20][C:21]1[CH:28]=[CH:27][C:24]([CH:25]=[O:26])=[C:23]([F:29])[CH:22]=1. Product: [Br:20][C:21]1[CH:28]=[CH:27][C:24]([CH:25]([C:2]2[CH:7]=[CH:6][CH:5]=[CH:4][C:3]=2[CH:8]([O:12][CH2:13][CH3:14])[O:9][CH2:10][CH3:11])[OH:26])=[C:23]([F:29])[CH:22]=1. The catalyst class is: 27. (9) Reactant: [Cl:1][C:2]1[CH:3]=[C:4]2[CH:10]=[CH:9][NH:8][C:5]2=[N:6][CH:7]=1.[H-].[Na+].Cl[C:14]1[N:18]([CH3:19])[N:17]=[C:16]([CH:20]2[CH2:22][CH2:21]2)[C:15]=1[CH:23]=[O:24].O. Product: [Cl:1][C:2]1[CH:3]=[C:4]2[CH:10]=[CH:9][N:8]([C:14]3[N:18]([CH3:19])[N:17]=[C:16]([CH:20]4[CH2:22][CH2:21]4)[C:15]=3[CH:23]=[O:24])[C:5]2=[N:6][CH:7]=1. The catalyst class is: 9.